From a dataset of Full USPTO retrosynthesis dataset with 1.9M reactions from patents (1976-2016). Predict the reactants needed to synthesize the given product. (1) Given the product [C:74]([C:73]1[CH:76]=[CH:77][CH:78]=[CH:79][C:72]=1[N:66]1[CH2:71][CH2:70][N:69]([C:11]2[C:10]([O:13][CH3:14])=[C:9]3[C:4]([C:5](=[O:33])[C:6]([C:28]([OH:30])=[O:29])=[CH:7][N:8]3[C:15]3[CH:20]=[CH:19][C:18]([CH2:21][N:22]4[CH2:23][CH2:24][CH2:25][CH2:26][CH2:27]4)=[CH:17][CH:16]=3)=[CH:3][C:2]=2[F:1])[CH2:68][CH2:67]1)#[N:75], predict the reactants needed to synthesize it. The reactants are: [F:1][C:2]1[CH:3]=[C:4]2[C:9](=[C:10]([O:13][CH3:14])[C:11]=1F)[N:8]([C:15]1[CH:20]=[CH:19][C:18]([CH2:21][N:22]3[CH2:27][CH2:26][CH2:25][CH2:24][CH2:23]3)=[CH:17][CH:16]=1)[CH:7]=[C:6]([C:28]([O:30]CC)=[O:29])[C:5]2=[O:33].FC1C=C2C(=C(OC)C=1F)N(C1C=CC(CN3CCCC3)=CC=1)C=C(C(OCC)=O)C2=O.[N:66]1([C:72]2[CH:79]=[CH:78][CH:77]=[CH:76][C:73]=2[C:74]#[N:75])[CH2:71][CH2:70][NH:69][CH2:68][CH2:67]1. (2) Given the product [NH2:29][CH2:28][C:30]1[CH:35]=[CH:34][CH:33]=[CH:32][C:31]=1[N:36]1[C:40]([C:41]2[O:42][CH:43]=[CH:44][CH:45]=2)=[CH:39][C:38]([C:46]([F:49])([F:48])[F:47])=[N:37]1, predict the reactants needed to synthesize it. The reactants are: C(NCC1C=CC=CC=1N1C(C(O)=O)=CC(C(F)(F)F)=N1)(OC(C)(C)C)=O.[C:28]([C:30]1[CH:35]=[CH:34][CH:33]=[CH:32][C:31]=1[N:36]1[C:40]([C:41]2[O:42][CH:43]=[CH:44][CH:45]=2)=[CH:39][C:38]([C:46]([F:49])([F:48])[F:47])=[N:37]1)#[N:29].[BH4-].[Na+].Cl.[OH-].[Na+]. (3) Given the product [F:1][C:2]1[CH:7]=[C:6]([I:8])[CH:5]=[CH:4][C:3]=1[NH:9][C:21]1[N:22]([CH3:33])[C:23](=[O:32])[C:24]([CH3:31])=[CH:25][C:26]=1[C:27]([O:29][CH3:30])=[O:28], predict the reactants needed to synthesize it. The reactants are: [F:1][C:2]1[CH:7]=[C:6]([I:8])[CH:5]=[CH:4][C:3]=1[NH2:9].C[Si]([N-][Si](C)(C)C)(C)C.[Li+].Cl[C:21]1[N:22]([CH3:33])[C:23](=[O:32])[C:24]([CH3:31])=[CH:25][C:26]=1[C:27]([O:29][CH3:30])=[O:28]. (4) Given the product [Br:13][C:14]1[CH:19]=[CH:18][C:17]([O:20][CH3:21])=[CH:16][C:15]=1[CH2:22][Br:29], predict the reactants needed to synthesize it. The reactants are: N(C(C)(C)C#N)=NC(C)(C)C#N.[Br:13][C:14]1[CH:19]=[CH:18][C:17]([O:20][CH3:21])=[CH:16][C:15]=1[CH3:22].CC1(C)N([Br:29])C(=O)N(Br)C1=O.S([O-])([O-])(=O)=S.[Na+].[Na+].